Task: Predict which catalyst facilitates the given reaction.. Dataset: Catalyst prediction with 721,799 reactions and 888 catalyst types from USPTO (1) Reactant: [Cl:1][C:2]1[N:7]=[C:6]([CH3:8])[CH:5]=[CH:4][N:3]=1.[Cl:9]N1C(=O)CCC1=O.C(OOC(=O)C1C=CC=CC=1)(=O)C1C=CC=CC=1. Product: [Cl:1][C:2]1[N:7]=[C:6]([CH2:8][Cl:9])[CH:5]=[CH:4][N:3]=1. The catalyst class is: 53. (2) Reactant: C([O:5][C:6]([C:8]1[CH:13]=[C:12](OC2C(OC)=CC(NC)=C(N)C=2)[CH:11]=[CH:10][N:9]=1)=[O:7])(C)(C)C.NC(N)=S.IC.C(OC(C1C=C([O:45][C:46]2[CH:64]=[CH:63][C:49]3[N:50]([CH3:62])[C:51]([NH:53][C:54]4[CH:59]=[CH:58][C:57]([Br:60])=[C:56]([CH3:61])[CH:55]=4)=[N:52][C:48]=3[CH:47]=2)C=CN=1)=O)(C)(C)C.FC(F)(F)[C:67](O)=[O:68]. Product: [Br:60][C:57]1[CH:58]=[CH:59][C:54]([NH:53][C:51]2[N:50]([CH3:62])[C:49]3[CH:63]=[C:64]([O:68][CH3:67])[C:46]([O:45][C:8]4([C:6]([OH:7])=[O:5])[CH:13]=[CH:12][CH:11]=[CH:10][NH:9]4)=[CH:47][C:48]=3[N:52]=2)=[CH:55][C:56]=1[CH3:61]. The catalyst class is: 100. (3) Reactant: [CH2:1]1[C:9]2[C:4](=[CH:5][C:6]([NH2:10])=[CH:7][CH:8]=2)[CH2:3][CH2:2]1.[C:11](Cl)([CH3:13])=[O:12]. Product: [CH2:1]1[C:9]2[C:4](=[CH:5][C:6]([NH:10][C:11](=[O:12])[CH3:13])=[CH:7][CH:8]=2)[CH2:3][CH2:2]1. The catalyst class is: 2. (4) Reactant: C[Si](C)(C)N[Si](C)(C)C.[Li].[O:11]=[C:12]1[CH2:16][CH:15]([CH2:17][CH2:18][CH3:19])[CH2:14][N:13]1[C:20]([O:22][C:23]([CH3:26])([CH3:25])[CH3:24])=[O:21].[CH2:27](Br)[C:28]1[CH:33]=[CH:32][CH:31]=[CH:30][CH:29]=1.[Cl-].[NH4+]. Product: [CH2:27]([CH:16]1[CH:15]([CH2:17][CH2:18][CH3:19])[CH2:14][N:13]([C:20]([O:22][C:23]([CH3:25])([CH3:24])[CH3:26])=[O:21])[C:12]1=[O:11])[C:28]1[CH:33]=[CH:32][CH:31]=[CH:30][CH:29]=1. The catalyst class is: 54. (5) Reactant: C(OC([N:8]1[CH2:13][CH2:12][CH:11]([N:14]([CH3:35])[C:15]2[C:16]([C:28]3[CH:33]=[CH:32][C:31]([F:34])=[CH:30][CH:29]=3)=[N:17][C:18]3[C:23]([N:24]=2)=[CH:22][C:21]([C:25]([OH:27])=[O:26])=[CH:20][CH:19]=3)[CH2:10][CH2:9]1)=O)(C)(C)C.[OH-].[Na+].O. Product: [F:34][C:31]1[CH:32]=[CH:33][C:28]([C:16]2[C:15]([N:14]([CH3:35])[CH:11]3[CH2:12][CH2:13][NH:8][CH2:9][CH2:10]3)=[N:24][C:23]3[C:18](=[CH:19][CH:20]=[C:21]([C:25]([OH:27])=[O:26])[CH:22]=3)[N:17]=2)=[CH:29][CH:30]=1. The catalyst class is: 5. (6) Reactant: [F:1][C:2]1[CH:3]=[CH:4][C:5]2[N:9]=[C:8]([C:10]3[CH:14]=[C:13]([CH3:15])[O:12][N:11]=3)[N:7]([C:16]3[C:24]4[O:23][CH2:22][C@@H:21]([N:25](C(=O)C(F)(F)F)[C:26]5[CH:39]=[CH:38][C:29]6[C@H:30]([CH2:33][C:34]([O:36]C)=[O:35])[CH2:31][O:32][C:28]=6[CH:27]=5)[C:20]=4[CH:19]=[CH:18][CH:17]=3)[C:6]=2[CH:46]=1.[OH-].[Na+].Cl. Product: [F:1][C:2]1[CH:3]=[CH:4][C:5]2[N:9]=[C:8]([C:10]3[CH:14]=[C:13]([CH3:15])[O:12][N:11]=3)[N:7]([C:16]3[C:24]4[O:23][CH2:22][C@@H:21]([NH:25][C:26]5[CH:39]=[CH:38][C:29]6[C@H:30]([CH2:33][C:34]([OH:36])=[O:35])[CH2:31][O:32][C:28]=6[CH:27]=5)[C:20]=4[CH:19]=[CH:18][CH:17]=3)[C:6]=2[CH:46]=1. The catalyst class is: 193. (7) Reactant: [Si:1]([O:8][CH2:9][C:10]1[CH:11]=[C:12]([OH:25])[C:13]([C:16]2[CH:21]=[C:20]([O:22][CH3:23])[CH:19]=[CH:18][C:17]=2[F:24])=[N:14][CH:15]=1)([C:4]([CH3:7])([CH3:6])[CH3:5])([CH3:3])[CH3:2].N1C=CC=CC=1.[F:32][C:33]([F:46])([F:45])[S:34](O[S:34]([C:33]([F:46])([F:45])[F:32])(=[O:36])=[O:35])(=[O:36])=[O:35]. Product: [F:32][C:33]([F:46])([F:45])[S:34]([O:25][C:12]1[C:13]([C:16]2[CH:21]=[C:20]([O:22][CH3:23])[CH:19]=[CH:18][C:17]=2[F:24])=[N:14][CH:15]=[C:10]([CH2:9][O:8][Si:1]([C:4]([CH3:7])([CH3:6])[CH3:5])([CH3:3])[CH3:2])[CH:11]=1)(=[O:36])=[O:35]. The catalyst class is: 6.